Dataset: Forward reaction prediction with 1.9M reactions from USPTO patents (1976-2016). Task: Predict the product of the given reaction. (1) Given the reactants Br[C:2](Br)=[CH:3][C:4]1[CH:9]=[CH:8][CH:7]=[C:6]([F:10])[CH:5]=1.C([Li])CCC.Cl[C:18]([O:20][CH3:21])=[O:19], predict the reaction product. The product is: [CH3:21][O:20][C:18](=[O:19])[C:2]#[C:3][C:4]1[CH:9]=[CH:8][CH:7]=[C:6]([F:10])[CH:5]=1. (2) Given the reactants [Br:1][C:2]1[CH:3]=[C:4]2[C:8](=[N:9][CH:10]=1)[NH:7][CH:6]=[CH:5]2.[F:11][C:12]1[C:17]([CH:18]=[O:19])=[CH:16][CH:15]=[CH:14][C:13]=1[NH:20][S:21]([CH2:24][CH2:25][CH3:26])(=[O:23])=[O:22].[OH-].[K+].O, predict the reaction product. The product is: [Br:1][C:2]1[CH:3]=[C:4]2[C:5]([CH:18]([OH:19])[C:17]3[C:12]([F:11])=[C:13]([NH:20][S:21]([CH2:24][CH2:25][CH3:26])(=[O:23])=[O:22])[CH:14]=[CH:15][CH:16]=3)=[CH:6][NH:7][C:8]2=[N:9][CH:10]=1.